Dataset: Peptide-MHC class II binding affinity with 134,281 pairs from IEDB. Task: Regression. Given a peptide amino acid sequence and an MHC pseudo amino acid sequence, predict their binding affinity value. This is MHC class II binding data. (1) The peptide sequence is EIYEDVTFQQKVL. The MHC is HLA-DQA10501-DQB10301 with pseudo-sequence HLA-DQA10501-DQB10301. The binding affinity (normalized) is 0.0131. (2) The peptide sequence is YASGKVWGQKYFKGN. The MHC is DRB1_0701 with pseudo-sequence DRB1_0701. The binding affinity (normalized) is 0.111. (3) The peptide sequence is AAQVKSLKPEKIVDQ. The MHC is H-2-IAu with pseudo-sequence H-2-IAu. The binding affinity (normalized) is 0.196. (4) The peptide sequence is AYKTAEGATPEAKYD. The MHC is HLA-DQA10401-DQB10402 with pseudo-sequence HLA-DQA10401-DQB10402. The binding affinity (normalized) is 0.296. (5) The peptide sequence is FETIVVTVDSLPEFK. The MHC is DRB3_0101 with pseudo-sequence DRB3_0101. The binding affinity (normalized) is 0.478. (6) The peptide sequence is MNYYGKQENWYSLKK. The MHC is DRB1_0401 with pseudo-sequence DRB1_0401. The binding affinity (normalized) is 0.719. (7) The peptide sequence is KGILGFVFTLTVPSE. The MHC is DRB1_0101 with pseudo-sequence DRB1_0101. The binding affinity (normalized) is 0.567.